Task: Predict the reactants needed to synthesize the given product.. Dataset: Full USPTO retrosynthesis dataset with 1.9M reactions from patents (1976-2016) (1) Given the product [Cl:11][C:12]1[C:21]2[N:22]=[C:23]([CH2:28][O:29][CH2:30][CH3:31])[N:24]([CH2:25][C:26]3[O:1][N:2]=[C:3]([C:4]4[CH:9]=[CH:8][CH:7]=[CH:6][CH:5]=4)[CH:27]=3)[C:20]=2[C:19]2[CH:18]=[CH:17][CH:16]=[CH:15][C:14]=2[N:13]=1, predict the reactants needed to synthesize it. The reactants are: [OH:1][N:2]=[C:3](Cl)[C:4]1[CH:9]=[CH:8][CH:7]=[CH:6][CH:5]=1.[Cl:11][C:12]1[C:21]2[N:22]=[C:23]([CH2:28][O:29][CH2:30][CH3:31])[N:24]([CH2:25][C:26]#[CH:27])[C:20]=2[C:19]2[CH:18]=[CH:17][CH:16]=[CH:15][C:14]=2[N:13]=1.C(N(CC)CC)C. (2) Given the product [CH2:41]([O:40][C:38]([NH:15][C@H:16]1[C@H:20]([F:21])[CH2:19][N:18]([C:22]([O:24][C:25]([CH3:28])([CH3:27])[CH3:26])=[O:23])[CH2:17]1)=[O:39])[C:42]1[CH:47]=[CH:46][CH:45]=[CH:44][CH:43]=1, predict the reactants needed to synthesize it. The reactants are: C1([C@H](CC(O)=O)C(O)=O)C=CC=CC=1.[NH2:15][C@H:16]1[C@H:20]([F:21])[CH2:19][N:18]([C:22]([O:24][C:25]([CH3:28])([CH3:27])[CH3:26])=[O:23])[CH2:17]1.CCN(C(C)C)C(C)C.[C:38](Cl)([O:40][CH2:41][C:42]1[CH:47]=[CH:46][CH:45]=[CH:44][CH:43]=1)=[O:39].